This data is from Reaction yield outcomes from USPTO patents with 853,638 reactions. The task is: Predict the reaction yield, written as a fraction of the theoretical maximum amount of product (1.0 means a 100% yield; for example, 0.34 means a 34% yield). (1) The reactants are [Cl:1][C:2]1[CH:21]=[C:20]([Cl:22])[CH:19]=[CH:18][C:3]=1[O:4][CH2:5][C:6]([NH:8][C:9]1[CH:10]=[C:11]([CH:15]=[CH:16][N:17]=1)[C:12]([OH:14])=O)=[O:7].[CH3:23][NH:24][CH3:25].C(Cl)CCl.C1C=CC2N(O)N=NC=2C=1.CCN(C(C)C)C(C)C. The catalyst is CN(C=O)C. The product is [Cl:1][C:2]1[CH:21]=[C:20]([Cl:22])[CH:19]=[CH:18][C:3]=1[O:4][CH2:5][C:6]([NH:8][C:9]1[CH:10]=[C:11]([CH:15]=[CH:16][N:17]=1)[C:12]([N:24]([CH3:25])[CH3:23])=[O:14])=[O:7]. The yield is 0.465. (2) The reactants are [C:1]([C:5]1[CH:9]=[C:8]([NH2:10])[N:7]([C:11]2[CH:20]=[C:19]3[C:14]([CH2:15][CH2:16][NH:17][C:18]3=[S:21])=[CH:13][CH:12]=2)[N:6]=1)([CH3:4])([CH3:3])[CH3:2].[Cl:22][C:23]1[C:28]([Cl:29])=[CH:27][CH:26]=[CH:25][C:24]=1[N:30]=[C:31]=[O:32].N1C=CC=CC=1. The catalyst is C1COCC1. The product is [C:1]([C:5]1[CH:9]=[C:8]([NH:10][C:31]([NH:30][C:24]2[CH:25]=[CH:26][CH:27]=[C:28]([Cl:29])[C:23]=2[Cl:22])=[O:32])[N:7]([C:11]2[CH:20]=[C:19]3[C:14]([CH2:15][CH2:16][NH:17][C:18]3=[S:21])=[CH:13][CH:12]=2)[N:6]=1)([CH3:4])([CH3:2])[CH3:3]. The yield is 0.830. (3) The catalyst is C(OCC)(=O)C. The yield is 0.820. The reactants are [CH:1]1([CH2:4][O:5][NH:6][C:7]([C:9]2[C:24]([NH:25][C:26]3[CH:31]=[CH:30][C:29]([Br:32])=[CH:28][C:27]=3[CH3:33])=[C:23]([F:34])[C:12]3[N:13]=[CH:14][N:15]([CH2:16][CH2:17][CH2:18][CH:19]([OH:22])CO)[C:11]=3[CH:10]=2)=[O:8])[CH2:3][CH2:2]1.C1COCC1.P([O-])([O-])([O-])=O.I([O-])(=O)(=O)=O.[Na+]. The product is [CH:1]1([CH2:4][O:5][NH:6][C:7]([C:9]2[C:24]([NH:25][C:26]3[CH:31]=[CH:30][C:29]([Br:32])=[CH:28][C:27]=3[CH3:33])=[C:23]([F:34])[C:12]3[N:13]=[CH:14][N:15]([CH2:16][CH2:17][CH2:18][CH:19]=[O:22])[C:11]=3[CH:10]=2)=[O:8])[CH2:3][CH2:2]1. (4) The reactants are C(O[C:5](=[O:7])[CH3:6])(=O)C.[N:8]1[C:17]2[CH:16]=[CH:15][CH:14]=[C:13]([S:18]([NH2:21])(=[O:20])=[O:19])[C:12]=2[CH:11]=[CH:10][CH:9]=1. The catalyst is CN(C1C=CN=CC=1)C.N1C=CC=CC=1. The product is [N:8]1[C:17]2[C:12](=[C:13]([S:18]([NH:21][C:5](=[O:7])[CH3:6])(=[O:19])=[O:20])[CH:14]=[CH:15][CH:16]=2)[CH:11]=[CH:10][CH:9]=1. The yield is 0.420. (5) The reactants are [N+:1]([C:4]1[C:11]([NH:12][C:13]2[CH:14]=[CH:15][C:16]3[C:20]4[CH:21]=[CH:22][CH:23]=[CH:24][C:19]=4[O:18][C:17]=3[CH:25]=2)=[CH:10][CH:9]=[CH:8][C:5]=1[C:6]#[N:7])([O-])=O.S(S([O-])=O)([O-])=O.[Na+].[Na+]. The catalyst is C(O)C.O. The product is [NH2:1][C:4]1[C:11]([NH:12][C:13]2[CH:14]=[CH:15][C:16]3[C:20]4[CH:21]=[CH:22][CH:23]=[CH:24][C:19]=4[O:18][C:17]=3[CH:25]=2)=[CH:10][CH:9]=[CH:8][C:5]=1[C:6]#[N:7]. The yield is 0.550. (6) The reactants are C(OC1C=C(C=CC=1)CN(C1C=CC(C#N)=CC=1)N1C=NN=C1)C1C=CC=CC=1.[H-].[Na+].[C:32]([C:34]1[CH:39]=[CH:38][C:37]([NH:40][N:41]2[CH:45]=[N:44][N:43]=[CH:42]2)=[CH:36][CH:35]=1)#[N:33].[C:46]([O:54][C:55]1[CH:56]=[C:57]([CH:60]=[CH:61][C:62]=1[F:63])[CH2:58]Br)(=[O:53])[C:47]1[CH:52]=[CH:51][CH:50]=[CH:49][CH:48]=1. The catalyst is CN(C=O)C.CCOC(C)=O. The product is [C:46]([O:54][C:55]1[CH:56]=[C:57]([CH:60]=[CH:61][C:62]=1[F:63])[CH2:58][N:40]([C:37]1[CH:36]=[CH:35][C:34]([C:32]#[N:33])=[CH:39][CH:38]=1)[N:41]1[CH:42]=[N:43][N:44]=[CH:45]1)(=[O:53])[C:47]1[CH:52]=[CH:51][CH:50]=[CH:49][CH:48]=1. The yield is 0.560. (7) The reactants are F[C:2]1C(N)=NC(N)=NC=1.[OH:10][C:11]1[CH:19]=[CH:18][C:17]([N+:20]([O-:22])=[O:21])=[CH:16][C:12]=1[C:13]([OH:15])=[O:14].C(=O)([O-])[O-].[K+].[K+].IC. No catalyst specified. The product is [OH:10][C:11]1[CH:19]=[CH:18][C:17]([N+:20]([O-:22])=[O:21])=[CH:16][C:12]=1[C:13]([O:15][CH3:2])=[O:14]. The yield is 0.770. (8) The reactants are [F:1][C:2]([F:26])([F:25])[C:3]1[CH:20]=[C:19]([C:21]([F:24])([F:23])[F:22])[CH:18]=[CH:17][C:4]=1[CH2:5][O:6][C:7]1[CH:14]=[CH:13][C:10](C=O)=[CH:9][C:8]=1[O:15][CH3:16].[NH:27]=[C:28]1[CH2:32][N:31]([CH3:33])[C:30](=[O:34])[N:29]1C(C1C=CC=CC=1)=O.[CH3:43]C(C)([O-])C.[K+]. The catalyst is C(O)C. The product is [NH2:27][C:28]1=[N:29][C:30](=[O:34])[N:31]([CH3:33])/[C:32]/1=[CH:43]\[C:10]1[CH:13]=[CH:14][C:7]([O:6][CH2:5][C:4]2[CH:17]=[CH:18][C:19]([C:21]([F:23])([F:22])[F:24])=[CH:20][C:3]=2[C:2]([F:1])([F:25])[F:26])=[C:8]([O:15][CH3:16])[CH:9]=1. The yield is 0.180. (9) The reactants are C([O:5][C:6](=[O:28])[CH2:7][N:8]1[CH2:12][CH2:11][CH2:10][C@H:9]1[CH2:13][O:14][C:15]1[CH:20]=[CH:19][C:18]([CH2:21][C:22]2[CH:27]=[CH:26][CH:25]=[CH:24][CH:23]=2)=[CH:17][CH:16]=1)(C)(C)C.[F:29][C:30]([F:35])([F:34])[C:31]([OH:33])=[O:32]. The catalyst is ClCCl. The product is [OH:33][C:31]([C:30]([F:35])([F:34])[F:29])=[O:32].[CH2:21]([C:18]1[CH:19]=[CH:20][C:15]([O:14][CH2:13][C@@H:9]2[CH2:10][CH2:11][CH2:12][N:8]2[CH2:7][C:6]([OH:28])=[O:5])=[CH:16][CH:17]=1)[C:22]1[CH:23]=[CH:24][CH:25]=[CH:26][CH:27]=1. The yield is 0.940.